From a dataset of Full USPTO retrosynthesis dataset with 1.9M reactions from patents (1976-2016). Predict the reactants needed to synthesize the given product. Given the product [CH3:17][N:18]1[CH2:23][CH2:22][N:21]([NH:24][C:2]2[CH:7]=[CH:6][C:5]([S:8]([NH2:11])(=[O:10])=[O:9])=[CH:4][C:3]=2[N+:12]([O-:14])=[O:13])[CH2:20][CH2:19]1, predict the reactants needed to synthesize it. The reactants are: Cl[C:2]1[CH:7]=[CH:6][C:5]([S:8]([NH2:11])(=[O:10])=[O:9])=[CH:4][C:3]=1[N+:12]([O-:14])=[O:13].Cl.Cl.[CH3:17][N:18]1[CH2:23][CH2:22][N:21]([NH2:24])[CH2:20][CH2:19]1.CN(C)CCN(C)C.